This data is from CYP2D6 inhibition data for predicting drug metabolism from PubChem BioAssay. The task is: Regression/Classification. Given a drug SMILES string, predict its absorption, distribution, metabolism, or excretion properties. Task type varies by dataset: regression for continuous measurements (e.g., permeability, clearance, half-life) or binary classification for categorical outcomes (e.g., BBB penetration, CYP inhibition). Dataset: cyp2d6_veith. (1) The compound is COc1ccccc1C(=O)NC(=S)N1CCCc2ccccc21. The result is 0 (non-inhibitor). (2) The compound is Cn1cc(-c2nc3cncnc3n(CCN)c2=O)c2ccccc21. The result is 0 (non-inhibitor).